Dataset: Forward reaction prediction with 1.9M reactions from USPTO patents (1976-2016). Task: Predict the product of the given reaction. (1) Given the reactants [Br:1][C:2]1[CH:7]=[CH:6][C:5]([OH:8])=[CH:4][CH:3]=1.[OH-].[Na+].Br[CH2:12][CH2:13][OH:14], predict the reaction product. The product is: [Br:1][C:2]1[CH:7]=[CH:6][C:5]([O:8][CH2:12][CH2:13][OH:14])=[CH:4][CH:3]=1. (2) Given the reactants Cl[C:2]1[C:3]2[CH:10]=[C:9]([C:11]3[CH:16]=[CH:15][C:14]([CH2:17][OH:18])=[CH:13][CH:12]=3)[NH:8][C:4]=2[N:5]=[CH:6][N:7]=1.[CH3:19][O:20][C:21]1[CH:26]=[C:25]([NH2:27])[CH:24]=[CH:23][N:22]=1.COC1C=C([N+]([O-])=O)C=C[N+]=1[O-].CCOC(C)=O, predict the reaction product. The product is: [CH3:19][O:20][C:21]1[CH:26]=[C:25]([NH:27][C:2]2[C:3]3[CH:10]=[C:9]([C:11]4[CH:16]=[CH:15][C:14]([CH2:17][OH:18])=[CH:13][CH:12]=4)[NH:8][C:4]=3[N:5]=[CH:6][N:7]=2)[CH:24]=[CH:23][N:22]=1.